From a dataset of Catalyst prediction with 721,799 reactions and 888 catalyst types from USPTO. Predict which catalyst facilitates the given reaction. (1) Reactant: [Li+].CC([N-]C(C)C)C.[CH3:9][O:10][C:11]1[CH:16]=[CH:15][C:14]([C:17]2[C:18]([C:22]3[CH:29]=[CH:28][C:25]([C:26]#[N:27])=[CH:24][C:23]=3[CH3:30])=[CH:19][S:20][CH:21]=2)=[CH:13][CH:12]=1.CN(C)[CH:33]=[O:34]. Product: [CH:33]([C:19]1[S:20][CH:21]=[C:17]([C:14]2[CH:13]=[CH:12][C:11]([O:10][CH3:9])=[CH:16][CH:15]=2)[C:18]=1[C:22]1[CH:29]=[CH:28][C:25]([C:26]#[N:27])=[CH:24][C:23]=1[CH3:30])=[O:34]. The catalyst class is: 7. (2) Reactant: [NH:1]1[CH:5]=[CH:4][C:3]([C:6]2[C:14]3[C:13]([NH:15][C@H:16]([C:18]4[N:23]([C:24]5[CH:29]=[CH:28][CH:27]=[CH:26][CH:25]=5)[C:22](=[O:30])[C:21]5=[C:31]([CH3:34])[CH:32]=[CH:33][N:20]5[N:19]=4)[CH3:17])=[N:12][CH:11]=[N:10][C:9]=3[N:8]([CH2:35][O:36][CH2:37][CH2:38][Si:39]([CH3:42])([CH3:41])[CH3:40])[CH:7]=2)=[N:2]1.[CH3:43][O:44][C:45]1[CH:46]=[C:47]([CH:49]=[C:50](B2OC(C)(C)C(C)(C)O2)[CH:51]=1)[NH2:48].N1C=CC=CC=1.C(=O)([O-])[O-].[K+].[K+]. Product: [NH2:48][C:47]1[CH:49]=[C:50]([N:1]2[CH:5]=[CH:4][C:3]([C:6]3[C:14]4[C:13]([NH:15][C@H:16]([C:18]5[N:23]([C:24]6[CH:25]=[CH:26][CH:27]=[CH:28][CH:29]=6)[C:22](=[O:30])[C:21]6=[C:31]([CH3:34])[CH:32]=[CH:33][N:20]6[N:19]=5)[CH3:17])=[N:12][CH:11]=[N:10][C:9]=4[N:8]([CH2:35][O:36][CH2:37][CH2:38][Si:39]([CH3:40])([CH3:42])[CH3:41])[CH:7]=3)=[N:2]2)[CH:51]=[C:45]([O:44][CH3:43])[CH:46]=1. The catalyst class is: 3. (3) Reactant: [Si]([O:18][C:19]1[CH:56]=[CH:55][C:22]([O:23][CH2:24][C@@H:25]([OH:54])[CH2:26][NH:27][CH2:28][CH2:29][C:30]2[CH:53]=[CH:52][C:33]([NH:34][CH:35]3[CH2:40][CH2:39][N:38]([C:41]([NH:43][CH2:44][C:45]4[CH:50]=[CH:49][CH:48]=[CH:47][C:46]=4[F:51])=[O:42])[CH2:37][CH2:36]3)=[CH:32][CH:31]=2)=[CH:21][CH:20]=1)(C(C)(C)C)(C1C=CC=CC=1)C1C=CC=CC=1. Product: [F:51][C:46]1[CH:47]=[CH:48][CH:49]=[CH:50][C:45]=1[CH2:44][NH:43][C:41]([N:38]1[CH2:37][CH2:36][CH:35]([NH:34][C:33]2[CH:32]=[CH:31][C:30]([CH2:29][CH2:28][NH:27][CH2:26][C@H:25]([OH:54])[CH2:24][O:23][C:22]3[CH:21]=[CH:20][C:19]([OH:18])=[CH:56][CH:55]=3)=[CH:53][CH:52]=2)[CH2:40][CH2:39]1)=[O:42]. The catalyst class is: 147. (4) Reactant: [CH3:1][O:2][C:3]1[CH:8]=[C:7]([N+:9]([O-:11])=[O:10])[CH:6]=[CH:5][C:4]=1[OH:12].[CH3:13][Si:14]([CH2:17][CH2:18][O:19][CH2:20]Cl)([CH3:16])[CH3:15].CCN(C(C)C)C(C)C.O. Product: [CH3:1][O:2][C:3]1[CH:8]=[C:7]([N+:9]([O-:11])=[O:10])[CH:6]=[CH:5][C:4]=1[O:12][CH2:20][O:19][CH2:18][CH2:17][Si:14]([CH3:16])([CH3:15])[CH3:13]. The catalyst class is: 2. (5) Reactant: [CH3:1][C:2]1[N:7]=[C:6]([C:8]2[CH:13]=[CH:12][N:11]=[C:10]([C:14]3[CH:15]=[C:16]([S:20](Cl)(=[O:22])=[O:21])[CH:17]=[CH:18][CH:19]=3)[CH:9]=2)[CH:5]=[C:4]([C:24]2[CH:29]=[CH:28][C:27]([C:30]([F:33])([F:32])[F:31])=[CH:26][CH:25]=2)[CH:3]=1.[NH2:34][C:35]([CH3:39])([CH3:38])[CH2:36][OH:37]. Product: [OH:37][CH2:36][C:35]([NH:34][S:20]([C:16]1[CH:17]=[CH:18][CH:19]=[C:14]([C:10]2[CH:9]=[C:8]([C:6]3[CH:5]=[C:4]([C:24]4[CH:29]=[CH:28][C:27]([C:30]([F:33])([F:31])[F:32])=[CH:26][CH:25]=4)[CH:3]=[C:2]([CH3:1])[N:7]=3)[CH:13]=[CH:12][N:11]=2)[CH:15]=1)(=[O:21])=[O:22])([CH3:39])[CH3:38]. The catalyst class is: 49. (6) Reactant: [O:1]1[CH:5]=[CH:4][CH:3]=[C:2]1[C:6]1[N:11]=[C:10]2[NH:12][N:13]=[CH:14][C:9]2=[CH:8][C:7]=1[C:15]1[CH:20]=[CH:19][N:18]=[C:17](S(C)(=O)=O)[N:16]=1.[H-].[Na+].Cl.[CH3:28][OH:29]. Product: [O:1]1[CH:5]=[CH:4][CH:3]=[C:2]1[C:6]1[N:11]=[C:10]2[NH:12][N:13]=[CH:14][C:9]2=[CH:8][C:7]=1[C:15]1[CH:20]=[CH:19][N:18]=[C:17]([O:29][CH3:28])[N:16]=1. The catalyst class is: 6.